Predict the reaction yield, written as a fraction of the theoretical maximum amount of product (1.0 means a 100% yield; for example, 0.34 means a 34% yield). From a dataset of Reaction yield outcomes from USPTO patents with 853,638 reactions. (1) The reactants are [NH2:1][C:2]1[C:7]([S:8]([N:11]([CH3:13])[CH3:12])(=[O:10])=[O:9])=[CH:6][C:5](Br)=[CH:4][N:3]=1.[CH3:15][C:16]1([CH3:32])[C:20]([CH3:22])([CH3:21])[O:19][B:18]([B:18]2[O:19][C:20]([CH3:22])([CH3:21])[C:16]([CH3:32])([CH3:15])[O:17]2)[O:17]1.C([O-])(=O)C.[K+]. The catalyst is O1CCOCC1. The product is [NH2:1][C:2]1[C:7]([S:8]([N:11]([CH3:13])[CH3:12])(=[O:10])=[O:9])=[CH:6][C:5]([B:18]2[O:19][C:20]([CH3:22])([CH3:21])[C:16]([CH3:32])([CH3:15])[O:17]2)=[CH:4][N:3]=1. The yield is 0.860. (2) The reactants are [N:1]1[C:10]2[C:5](=[CH:6][C:7]([CH2:11][N:12]3[C:16]4=[N:17][C:18]([C:21](=O)[CH3:22])=[CH:19][N:20]=[C:15]4[N:14]=[N:13]3)=[CH:8][CH:9]=2)[CH:4]=[CH:3][CH:2]=1.[OH:24][CH2:25][CH:26]([O:29][N:30]1C(=O)C2C(=CC=CC=2)C1=O)[CH2:27][OH:28]. No catalyst specified. The product is [OH:24][CH2:25][CH:26]([O:29]/[N:30]=[C:21](/[C:18]1[N:17]=[C:16]2[N:12]([CH2:11][C:7]3[CH:6]=[C:5]4[C:10](=[CH:9][CH:8]=3)[N:1]=[CH:2][CH:3]=[CH:4]4)[N:13]=[N:14][C:15]2=[N:20][CH:19]=1)\[CH3:22])[CH2:27][OH:28]. The yield is 0.540. (3) The reactants are [C:1]1([N:7]2[CH2:11][CH2:10][CH2:9][C:8]2=[O:12])[CH:6]=[CH:5][CH:4]=[CH:3][CH:2]=1.[S:13]([Cl:17])(=O)(=[O:15])[OH:14]. No catalyst specified. The product is [O:12]=[C:8]1[CH2:9][CH2:10][CH2:11][N:7]1[C:1]1[CH:2]=[CH:3][C:4]([S:13]([Cl:17])(=[O:15])=[O:14])=[CH:5][CH:6]=1. The yield is 0.430.